This data is from Forward reaction prediction with 1.9M reactions from USPTO patents (1976-2016). The task is: Predict the product of the given reaction. The product is: [CH2:36]([N:3]([CH2:1][CH3:2])[CH2:4][CH2:5][CH2:6][C:7]1[CH:12]=[C:11]([F:13])[CH:10]=[CH:9][C:8]=1[S:14]([NH:17][C:18]1[CH:31]=[CH:30][C:21]2[C:22]3[CH:23]=[CH:24][O:25][C:26]=3[CH2:27][CH2:28][O:29][C:20]=2[C:19]=1[C:32]([O:34][CH3:35])=[O:33])(=[O:16])=[O:15])[CH3:37]. Given the reactants [CH2:1]([N:3]([CH2:36][CH3:37])[CH2:4]/[CH:5]=[CH:6]\[C:7]1[CH:12]=[C:11]([F:13])[CH:10]=[CH:9][C:8]=1[S:14]([NH:17][C:18]1[CH:31]=[CH:30][C:21]2[C:22]3[CH:23]=[CH:24][O:25][C:26]=3[CH2:27][CH2:28][O:29][C:20]=2[C:19]=1[C:32]([O:34][CH3:35])=[O:33])(=[O:16])=[O:15])[CH3:2], predict the reaction product.